Predict the reactants needed to synthesize the given product. From a dataset of Full USPTO retrosynthesis dataset with 1.9M reactions from patents (1976-2016). (1) Given the product [CH3:26][O:25][C:14]1[CH:15]=[CH:16][C:17]([N:19]([CH2:21][CH2:22][O:23][CH3:24])[CH3:20])=[CH:18][C:13]=1[NH:12][C:10]([NH2:9])=[S:11], predict the reactants needed to synthesize it. The reactants are: C([NH:9][C:10]([NH:12][C:13]1[CH:18]=[C:17]([N:19]([CH2:21][CH2:22][O:23][CH3:24])[CH3:20])[CH:16]=[CH:15][C:14]=1[O:25][CH3:26])=[S:11])(=O)C1C=CC=CC=1.C[O-].[Na+]. (2) Given the product [Cl:1][C:2]1[CH:3]=[C:4]([C:8]2[O:9][C:10]([CH3:34])=[C:11]([CH2:13][N:14]3[C:22]4[C:17](=[CH:18][C:19]([C:23]([OH:32])([C:24]([F:26])([F:27])[F:25])[C:28]([F:29])([F:30])[F:31])=[CH:20][CH:21]=4)[C:16]([CH:38]=[O:39])=[C:15]3[CH3:33])[N:12]=2)[CH:5]=[CH:6][CH:7]=1, predict the reactants needed to synthesize it. The reactants are: [Cl:1][C:2]1[CH:3]=[C:4]([C:8]2[O:9][C:10]([CH3:34])=[C:11]([CH2:13][N:14]3[C:22]4[C:17](=[CH:18][C:19]([C:23]([OH:32])([C:28]([F:31])([F:30])[F:29])[C:24]([F:27])([F:26])[F:25])=[CH:20][CH:21]=4)[CH:16]=[C:15]3[CH3:33])[N:12]=2)[CH:5]=[CH:6][CH:7]=1.CN([CH:38]=[O:39])C.O=P(Cl)(Cl)Cl.